This data is from Experimentally validated miRNA-target interactions with 360,000+ pairs, plus equal number of negative samples. The task is: Binary Classification. Given a miRNA mature sequence and a target amino acid sequence, predict their likelihood of interaction. (1) The miRNA is hsa-miR-16-5p with sequence UAGCAGCACGUAAAUAUUGGCG. The protein sequence of the target gene is MSEDEEKVKLRRLEPAIQKFIKIVIPTDLERLRKHQINIEKYQRCRIWDKLHEEHINAGRTVQQLRSNIREIEKLCLKVRKDDLVLLKRMIDPVKEEASAATAEFLQLHLESVEELKKQFNDEETLLQPPLTRSMTVGGAFHTTEAEASSQSLTQIYALPEIPQDQNAAESWETLEADLIELSQLVTDFSLLVNSQQEKIDSIADHVNSAAVNVEEGTKNLGKAAKYKLAALPVAGALIGGMVGGPIGLLAGFKVAGIAAALGGGVLGFTGGKLIQRKKQKMMEKLTSSCPDLPSQTDKK.... Result: 1 (interaction). (2) The miRNA is hsa-let-7d-5p with sequence AGAGGUAGUAGGUUGCAUAGUU. The protein sequence of the target gene is MSETLSRLLIITAGTLYPAYRSYKAVRTKDTREYVKWMMYWIVFAIYSFLENLLDLVLAFWFPFYFQLKIVFIFWLLSPWTKGASILYRKWVHPTLNRHEKDIDALLESAKSESYNQLMRIGSKSLVYAKDVVAEAAVRGQQQLVNQLQRSYSANDVGSEREALTKNINIVKIEELDENSDTDLQKSPRPRRRASSRSRSRSRTIDSGADSEFTTAATIPRRSARKPIH. Result: 0 (no interaction).